Dataset: Full USPTO retrosynthesis dataset with 1.9M reactions from patents (1976-2016). Task: Predict the reactants needed to synthesize the given product. (1) Given the product [ClH:1].[CH3:13][O:12][C:9]1[CH:10]=[CH:11][C:6]([CH2:5][CH2:4][CH2:3][CH2:2][N:14]2[CH:18]=[CH:17][N:16]=[N:15]2)=[CH:7][CH:8]=1, predict the reactants needed to synthesize it. The reactants are: [Cl:1][CH2:2][CH2:3][CH2:4][CH2:5][C:6]1[CH:11]=[CH:10][C:9]([O:12][CH3:13])=[CH:8][CH:7]=1.[NH:14]1[CH:18]=[CH:17][N:16]=[N:15]1.[I-].[K+].[Cl-].[Li+].C(O[Na])(C)(C)C. (2) The reactants are: [C:1]1([S:7]([N:10]2[C:14]3=[N:15][CH:16]=[C:17]([N+:27]([O-:29])=[O:28])[C:18]([NH:19][C@H:20]4[CH2:25][CH2:24][CH2:23][C@H:22]([OH:26])[CH2:21]4)=[C:13]3[CH:12]=[CH:11]2)(=[O:9])=[O:8])[CH:6]=[CH:5][CH:4]=[CH:3][CH:2]=1.C1(S(N2C3=NC=C([N+]([O-])=O)C(N[C@@H]4CCC[C@H](O)C4)=C3C=C2)(=O)=O)C=CC=CC=1. Given the product [C:1]1([S:7]([N:10]2[C:14]3=[N:15][CH:16]=[C:17]([N+:27]([O-:29])=[O:28])[C:18]([NH:19][CH:20]4[CH2:25][CH2:24][CH2:23][CH:22]([OH:26])[CH2:21]4)=[C:13]3[CH:12]=[CH:11]2)(=[O:9])=[O:8])[CH:6]=[CH:5][CH:4]=[CH:3][CH:2]=1, predict the reactants needed to synthesize it. (3) Given the product [OH:19][CH2:21][C@H:20]1[CH2:22][C@@H:23]1[C:24]([O:26][CH3:27])=[O:25], predict the reactants needed to synthesize it. The reactants are: C([Li])CCC.CCCCCC.C(NC(C)C)(C)C.[O:19]1[CH2:21][C@@H:20]1[CH2:22][CH2:23][C:24]([O:26][CH3:27])=[O:25].Cl. (4) Given the product [O:12]=[C:7]1[CH2:6][CH2:5][CH2:4][C:3]2[C:2]([C:14]#[N:15])=[CH:11][CH:10]=[CH:9][C:8]1=2, predict the reactants needed to synthesize it. The reactants are: Br[C:2]1[CH:11]=[CH:10][CH:9]=[C:8]2[C:3]=1[CH2:4][CH2:5][CH2:6][C:7]2=[O:12].O.[CH3:14][N:15]1C(=O)CCC1.